From a dataset of Full USPTO retrosynthesis dataset with 1.9M reactions from patents (1976-2016). Predict the reactants needed to synthesize the given product. Given the product [I:1][C:2]1[CH:11]=[CH:10][C:5]([C:6]([OH:8])=[O:7])=[CH:4][C:3]=1[O:12][CH3:13], predict the reactants needed to synthesize it. The reactants are: [I:1][C:2]1[CH:11]=[CH:10][C:5]([C:6]([O:8]C)=[O:7])=[CH:4][C:3]=1[O:12][CH3:13].[OH-].[Na+].O.